This data is from Peptide-MHC class I binding affinity with 185,985 pairs from IEDB/IMGT. The task is: Regression. Given a peptide amino acid sequence and an MHC pseudo amino acid sequence, predict their binding affinity value. This is MHC class I binding data. (1) The peptide sequence is QTKTAVNML. The MHC is H-2-Db with pseudo-sequence H-2-Db. The binding affinity (normalized) is 0. (2) The peptide sequence is VYINHPFIY. The MHC is HLA-A32:01 with pseudo-sequence HLA-A32:01. The binding affinity (normalized) is 0.00612. (3) The peptide sequence is ILAGPMPVTV. The MHC is HLA-A02:03 with pseudo-sequence HLA-A02:03. The binding affinity (normalized) is 0.911. (4) The peptide sequence is FVRQCFNPM. The MHC is HLA-B15:42 with pseudo-sequence HLA-B15:42. The binding affinity (normalized) is 0.213.